Dataset: Reaction yield outcomes from USPTO patents with 853,638 reactions. Task: Predict the reaction yield, written as a fraction of the theoretical maximum amount of product (1.0 means a 100% yield; for example, 0.34 means a 34% yield). The reactants are [C:1](Cl)(=O)[C:2]1[CH:7]=[CH:6][CH:5]=[CH:4][CH:3]=1.NC1[C:12](Cl)=[N:13][C:14]([Cl:17])=[CH:15][CH:16]=1.C(=O)([O-])[O-:20].[Na+].[Na+].C[C:26]([N:28](C)C)=O. The catalyst is C(Cl)Cl.C([O-])(=O)C.[Pd+2].C([O-])(=O)C. The product is [Cl:17][C:14]1[NH:13][C:12](=[O:20])[C:1]2[C:16]([CH:15]=1)=[N:28][CH:26]=[C:7]1[C:2]=2[CH:3]=[CH:4][CH:5]=[CH:6]1. The yield is 0.130.